From a dataset of Catalyst prediction with 721,799 reactions and 888 catalyst types from USPTO. Predict which catalyst facilitates the given reaction. Product: [Br:3][C:4]1[CH:16]=[CH:15][C:7]([CH2:8][N:9]2[CH2:14][CH2:13][CH2:12][CH2:11][CH2:10]2)=[C:6]([O:23][CH2:24][CH3:25])[CH:5]=1. Reactant: [H-].[Na+].[Br:3][C:4]1[CH:16]=[CH:15][C:7]([CH2:8][N:9]2[CH2:14][CH2:13][CH2:12][CH2:11][CH2:10]2)=[C:6](F)[CH:5]=1.C(NC([O:23][CH2:24][CH3:25])=O)C. The catalyst class is: 38.